This data is from Forward reaction prediction with 1.9M reactions from USPTO patents (1976-2016). The task is: Predict the product of the given reaction. Given the reactants [I:1][C:2]1[CH:3]=[C:4]2[C:8](=[CH:9][CH:10]=1)[NH:7][C:6](=[O:11])[C:5]2=O.[OH:13][C:14]1[CH:23]=[CH:22][C:17]([C:18]([NH:20][NH2:21])=[O:19])=[CH:16][CH:15]=1, predict the reaction product. The product is: [OH:13][C:14]1[CH:23]=[CH:22][C:17]([C:18]([NH:20][N:21]=[C:5]2[C:4]3[C:8](=[CH:9][CH:10]=[C:2]([I:1])[CH:3]=3)[NH:7][C:6]2=[O:11])=[O:19])=[CH:16][CH:15]=1.